This data is from Catalyst prediction with 721,799 reactions and 888 catalyst types from USPTO. The task is: Predict which catalyst facilitates the given reaction. Reactant: [Cl:1][C:2]1[CH:3]=[C:4]([NH:9][C:10]2[N:14]=[C:13]([NH2:15])[NH:12][N:11]=2)[CH:5]=[C:6]([Cl:8])[CH:7]=1.ClC1C=C(N=C=S)C=C(Cl)C=1C#N.O=[C:30]1[CH2:35][CH2:34][N:33]([C:36]([O:38][C:39]([CH3:42])([CH3:41])[CH3:40])=[O:37])[CH2:32][CH2:31]1.C(O)(=O)C. Product: [C:39]([O:38][C:36]([N:33]1[CH2:34][CH2:35][CH:30]([NH:15][C:13]2[NH:12][N:11]=[C:10]([NH:9][C:4]3[CH:5]=[C:6]([Cl:8])[CH:7]=[C:2]([Cl:1])[CH:3]=3)[N:14]=2)[CH2:31][CH2:32]1)=[O:37])([CH3:42])([CH3:40])[CH3:41]. The catalyst class is: 5.